From a dataset of Full USPTO retrosynthesis dataset with 1.9M reactions from patents (1976-2016). Predict the reactants needed to synthesize the given product. (1) Given the product [N:19]1([CH2:15][C:14]2[CH:17]=[CH:18][C:11]([N:8]3[CH2:9][CH2:10][C:5]4([O:4][CH2:3][CH2:2][O:1]4)[CH2:6][CH2:7]3)=[CH:12][CH:13]=2)[CH2:24][CH2:23][O:22][CH2:21][CH2:20]1, predict the reactants needed to synthesize it. The reactants are: [O:1]1[C:5]2([CH2:10][CH2:9][N:8]([C:11]3[CH:18]=[CH:17][C:14]([CH:15]=O)=[CH:13][CH:12]=3)[CH2:7][CH2:6]2)[O:4][CH2:3][CH2:2]1.[NH:19]1[CH2:24][CH2:23][O:22][CH2:21][CH2:20]1. (2) Given the product [NH:8]1[CH2:9][CH2:10][CH:6]([C:2]2[S:1][CH:5]=[CH:4][N:18]=2)[CH2:7]1, predict the reactants needed to synthesize it. The reactants are: [S:1]1[CH:5]=[CH:4]C=[C:2]1[CH:6]1[CH2:10][CH2:9][NH:8][CH2:7]1.C(OC([N:18]1CC=CC1C1SC=CN=1)=O)(C)(C)C. (3) Given the product [NH2:18][C:10]1[C:11]2[C:16](=[CH:15][CH:14]=[CH:13][C:12]=2[F:17])[C:8]([C:4]2[CH:3]=[C:2]([C:29]3[CH:30]=[C:31]([CH:34]=[CH:35][N:36]=3)[C:32]#[N:33])[CH:7]=[CH:6][CH:5]=2)([C:19]2[CH:24]=[CH:23][N:22]=[C:21]([O:25][CH3:26])[CH:20]=2)[N:9]=1, predict the reactants needed to synthesize it. The reactants are: Br[C:2]1[CH:3]=[C:4]([C:8]2([C:19]3[CH:24]=[CH:23][N:22]=[C:21]([O:25][CH3:26])[CH:20]=3)[C:16]3[C:11](=[C:12]([F:17])[CH:13]=[CH:14][CH:15]=3)[C:10]([NH2:18])=[N:9]2)[CH:5]=[CH:6][CH:7]=1.C[Sn](C)(C)[C:29]1[CH:30]=[C:31]([CH:34]=[CH:35][N:36]=1)[C:32]#[N:33]. (4) The reactants are: CCCC[N+](CCCC)(CCCC)CCCC.[F-].[Cl:19][C:20]1[CH:21]=[C:22]([C:30]2[O:34][N:33]=[C:32]([C:35]3[C:40]4[CH:41]=[CH:42][O:43][C:39]=4[C:38]([O:44]COCC[Si](C)(C)C)=[CH:37][CH:36]=3)[N:31]=2)[CH:23]=[CH:24][C:25]=1[O:26][CH:27]([CH3:29])[CH3:28]. Given the product [Cl:19][C:20]1[CH:21]=[C:22]([C:30]2[O:34][N:33]=[C:32]([C:35]3[C:40]4[CH:41]=[CH:42][O:43][C:39]=4[C:38]([OH:44])=[CH:37][CH:36]=3)[N:31]=2)[CH:23]=[CH:24][C:25]=1[O:26][CH:27]([CH3:29])[CH3:28], predict the reactants needed to synthesize it. (5) Given the product [O:7]=[C:8]1[CH:15]2[CH2:16][CH:11]3[CH2:12][CH:13]([CH2:17][CH:9]1[CH:10]3[O:18][CH2:2][O:3][CH2:4][CH2:5][Cl:6])[CH2:14]2, predict the reactants needed to synthesize it. The reactants are: Cl[CH2:2][O:3][CH2:4][CH2:5][Cl:6].[O:7]=[C:8]1[CH:15]2[CH2:16][CH:11]3[CH2:12][CH:13]([CH2:17][CH:9]1[CH:10]3[OH:18])[CH2:14]2.C(N(CC)CC)C.